From a dataset of Forward reaction prediction with 1.9M reactions from USPTO patents (1976-2016). Predict the product of the given reaction. (1) Given the reactants [Cl:1][C:2]1[CH:3]=[CH:4][C:5]2[N:11]3[C:12]([CH2:15][F:16])=[N:13][N:14]=[C:10]3[C@@H:9]([CH2:17][C:18]3[S:19][C:20]([CH2:23][CH2:24][C:25]([O:27]C)=[O:26])=[CH:21][N:22]=3)[S:8][C@H:7]([C:29]3[CH:34]=[CH:33][CH:32]=[C:31]([O:35][CH3:36])[C:30]=3[O:37][CH3:38])[C:6]=2[CH:39]=1.C(=O)([O-])[O-].[K+].[K+], predict the reaction product. The product is: [Cl:1][C:2]1[CH:3]=[CH:4][C:5]2[N:11]3[C:12]([CH2:15][F:16])=[N:13][N:14]=[C:10]3[C@@H:9]([CH2:17][C:18]3[S:19][C:20]([CH2:23][CH2:24][C:25]([OH:27])=[O:26])=[CH:21][N:22]=3)[S:8][C@H:7]([C:29]3[CH:34]=[CH:33][CH:32]=[C:31]([O:35][CH3:36])[C:30]=3[O:37][CH3:38])[C:6]=2[CH:39]=1. (2) Given the reactants [F:1][C:2]([F:14])([F:13])[CH:3]1[C:12]2[C:7](=[CH:8][CH:9]=[CH:10][CH:11]=2)[NH:6][CH2:5][CH2:4]1.I[CH2:16][C:17]([NH2:19])=[O:18].CCN(C(C)C)C(C)C.[OH-].[Na+], predict the reaction product. The product is: [F:14][C:2]([F:1])([F:13])[CH:3]1[C:12]2[C:7](=[CH:8][CH:9]=[CH:10][CH:11]=2)[N:6]([CH2:16][C:17]([NH2:19])=[O:18])[CH2:5][CH2:4]1.